This data is from Catalyst prediction with 721,799 reactions and 888 catalyst types from USPTO. The task is: Predict which catalyst facilitates the given reaction. (1) Reactant: [CH3:1][N:2]1[C:6]([CH3:7])=[C:5]([C:8]2[N:17]=[C:16]([O:18][CH2:19][C@H:20]3[O:25][CH2:24][CH2:23][N:22](C(OC(C)(C)C)=O)[CH2:21]3)[C:11]3=[N:12][CH:13]=[CH:14][N:15]=[C:10]3[CH:9]=2)[CH:4]=[N:3]1.FC(F)(F)C(O)=O.[ClH:40]. Product: [ClH:40].[CH3:1][N:2]1[C:6]([CH3:7])=[C:5]([C:8]2[N:17]=[C:16]([O:18][CH2:19][C@H:20]3[O:25][CH2:24][CH2:23][NH:22][CH2:21]3)[C:11]3=[N:12][CH:13]=[CH:14][N:15]=[C:10]3[CH:9]=2)[CH:4]=[N:3]1. The catalyst class is: 61. (2) Reactant: [H-].C([Al+]CC(C)C)C(C)C.[OH:11][CH:12]([CH:22]1[CH2:27][CH:26]2[CH2:28][CH:23]1[CH:24]=[CH:25]2)[C:13]([F:21])([F:20])[C:14](=[O:19])[C:15]([F:18])([F:17])[F:16].Cl. Product: [CH:23]12[CH2:28][CH:26]([CH:25]=[CH:24]1)[CH2:27][CH:22]2[CH:12]([OH:11])[C:13]([F:20])([F:21])[CH:14]([OH:19])[C:15]([F:18])([F:17])[F:16]. The catalyst class is: 11. (3) Reactant: [OH:1][C:2]1[CH:6]=[C:5]([C:7]([O:9][CH3:10])=[O:8])[N:4]([C:11]2[CH:16]=[CH:15][CH:14]=[CH:13][CH:12]=2)[N:3]=1.Cl[CH2:18][C:19]1[CH:37]=[CH:36][C:22]([O:23][CH2:24][C:25]2[N:26]=[C:27]([C:31]3[O:32][CH:33]=[CH:34][CH:35]=3)[O:28][C:29]=2[CH3:30])=[C:21]([O:38][CH3:39])[CH:20]=1.C(=O)([O-])[O-].[K+].[K+].CN(C)C=O. Product: [O:32]1[CH:33]=[CH:34][CH:35]=[C:31]1[C:27]1[O:28][C:29]([CH3:30])=[C:25]([CH2:24][O:23][C:22]2[CH:36]=[CH:37][C:19]([CH2:18][O:1][C:2]3[CH:6]=[C:5]([C:7]([O:9][CH3:10])=[O:8])[N:4]([C:11]4[CH:16]=[CH:15][CH:14]=[CH:13][CH:12]=4)[N:3]=3)=[CH:20][C:21]=2[O:38][CH3:39])[N:26]=1. The catalyst class is: 6. (4) Reactant: [OH:1][C:2]([C:4]([F:7])([F:6])[F:5])=[O:3].[Cl:8][C:9]1[CH:10]=[CH:11][C:12]([F:36])=[C:13]([C:15]2[CH:20]=[C:19]([NH:21][C:22]3[C:23]4[C:24](=[CH:28][N:29]([CH2:31][C@H:32]([OH:35])[CH2:33][OH:34])[N:30]=4)[N:25]=[CH:26][CH:27]=3)[CH:18]=[CH:17][N:16]=2)[CH:14]=1.C1COCC1.O.C(O)(C(F)(F)F)=O. Product: [Cl:8][C:9]1[CH:10]=[CH:11][C:12]([F:36])=[C:13]([C:15]2[CH:20]=[C:19]([NH:21][C:22]3[C:23]4[C:24](=[CH:28][N:29]([CH2:31][C@H:32]([OH:35])[CH2:33][OH:34])[N:30]=4)[N:25]=[CH:26][CH:27]=3)[CH:18]=[CH:17][N:16]=2)[CH:14]=1.[C:2]([OH:3])([C:4]([F:7])([F:6])[F:5])=[O:1]. The catalyst class is: 16. (5) Reactant: Cl[C:2]1[C:11]2=[N:12][N:13](CC3C=CC(OC)=CC=3)[CH:14]=[C:10]2[C:9]2[CH:8]=[CH:7][CH:6]=[CH:5][C:4]=2[N:3]=1.[NH:24]1[C:32]2[C:27](=[CH:28][C:29]([NH2:33])=[CH:30][CH:31]=2)[CH:26]=[N:25]1.Cl. Product: [NH:24]1[C:32]2[C:27](=[CH:28][C:29]([NH:33][C:2]3[C:11]4=[N:12][NH:13][CH:14]=[C:10]4[C:9]4[CH:8]=[CH:7][CH:6]=[CH:5][C:4]=4[N:3]=3)=[CH:30][CH:31]=2)[CH:26]=[N:25]1. The catalyst class is: 71.